Dataset: NCI-60 drug combinations with 297,098 pairs across 59 cell lines. Task: Regression. Given two drug SMILES strings and cell line genomic features, predict the synergy score measuring deviation from expected non-interaction effect. (1) Drug 1: CC1=C(C=C(C=C1)NC(=O)C2=CC=C(C=C2)CN3CCN(CC3)C)NC4=NC=CC(=N4)C5=CN=CC=C5. Drug 2: CC1C(C(CC(O1)OC2CC(CC3=C2C(=C4C(=C3O)C(=O)C5=CC=CC=C5C4=O)O)(C(=O)C)O)N)O. Cell line: HT29. Synergy scores: CSS=31.3, Synergy_ZIP=0.317, Synergy_Bliss=0.521, Synergy_Loewe=-14.3, Synergy_HSA=-0.653. (2) Drug 2: C1=NNC2=C1C(=O)NC=N2. Cell line: ACHN. Synergy scores: CSS=3.74, Synergy_ZIP=-3.09, Synergy_Bliss=-3.70, Synergy_Loewe=-1.64, Synergy_HSA=-1.55. Drug 1: C1=CC=C(C(=C1)C(C2=CC=C(C=C2)Cl)C(Cl)Cl)Cl. (3) Drug 1: C1CC(=O)NC(=O)C1N2CC3=C(C2=O)C=CC=C3N. Drug 2: CN(C)C1=NC(=NC(=N1)N(C)C)N(C)C. Cell line: DU-145. Synergy scores: CSS=2.74, Synergy_ZIP=1.00, Synergy_Bliss=2.13, Synergy_Loewe=-1.92, Synergy_HSA=-1.69. (4) Drug 1: C1=CC(=CC=C1C#N)C(C2=CC=C(C=C2)C#N)N3C=NC=N3. Drug 2: CN1C(=O)N2C=NC(=C2N=N1)C(=O)N. Cell line: OVCAR3. Synergy scores: CSS=1.12, Synergy_ZIP=-1.37, Synergy_Bliss=-2.00, Synergy_Loewe=-10.3, Synergy_HSA=-5.66. (5) Drug 1: CCC1(CC2CC(C3=C(CCN(C2)C1)C4=CC=CC=C4N3)(C5=C(C=C6C(=C5)C78CCN9C7C(C=CC9)(C(C(C8N6C=O)(C(=O)OC)O)OC(=O)C)CC)OC)C(=O)OC)O.OS(=O)(=O)O. Drug 2: CN(CCCl)CCCl.Cl. Cell line: ACHN. Synergy scores: CSS=50.4, Synergy_ZIP=0.0984, Synergy_Bliss=1.93, Synergy_Loewe=1.38, Synergy_HSA=0.141. (6) Drug 1: C1=CC(=CC=C1CCC2=CNC3=C2C(=O)NC(=N3)N)C(=O)NC(CCC(=O)O)C(=O)O. Cell line: MOLT-4. Synergy scores: CSS=63.3, Synergy_ZIP=1.44, Synergy_Bliss=0.0440, Synergy_Loewe=-4.76, Synergy_HSA=1.59. Drug 2: C1CCC(C(C1)N)N.C(=O)(C(=O)[O-])[O-].[Pt+4].